From a dataset of Catalyst prediction with 721,799 reactions and 888 catalyst types from USPTO. Predict which catalyst facilitates the given reaction. (1) Reactant: [CH2:1]([C:8]1[CH:9]=[C:10]([CH2:15][CH:16]([O:22][CH2:23][CH3:24])[C:17]([O:19][CH2:20][CH3:21])=[O:18])[CH:11]=[CH:12][C:13]=1[OH:14])[C:2]1[CH:7]=[CH:6][CH:5]=[CH:4][CH:3]=1.[CH3:25][S:26]([O:29][C:30]1[CH:35]=[CH:34][C:33]([CH2:36][CH2:37]OS(C)(=O)=O)=[CH:32][CH:31]=1)(=[O:28])=[O:27].C(=O)([O-])[O-].[K+].[K+]. Product: [CH2:1]([C:8]1[CH:9]=[C:10]([CH2:15][CH:16]([O:22][CH2:23][CH3:24])[C:17]([O:19][CH2:20][CH3:21])=[O:18])[CH:11]=[CH:12][C:13]=1[O:14][CH2:37][CH2:36][C:33]1[CH:32]=[CH:31][C:30]([O:29][S:26]([CH3:25])(=[O:27])=[O:28])=[CH:35][CH:34]=1)[C:2]1[CH:3]=[CH:4][CH:5]=[CH:6][CH:7]=1. The catalyst class is: 131. (2) Reactant: [CH3:1][O:2][C:3]1[CH:4]=[C:5]2[C:10](=[CH:11][C:12]=1[O:13][CH2:14][CH:15]1[CH2:17][O:16]1)[N:9]=[CH:8][CH:7]=[C:6]2[O:18][C:19]1[CH:24]=[CH:23][C:22]([CH3:25])=[CH:21][C:20]=1[C:26]([C:28]1[CH:33]=[CH:32][CH:31]=[CH:30][CH:29]=1)=[O:27].[NH:34]1[CH2:39][CH2:38][CH:37]([CH2:40]CO)[CH2:36][CH2:35]1.[OH2:43]. Product: [OH:16][CH:15]([CH2:17][N:34]1[CH2:35][CH2:36][CH:37]([CH2:40][OH:43])[CH2:38][CH2:39]1)[CH2:14][O:13][C:12]1[CH:11]=[C:10]2[C:5]([C:6]([O:18][C:19]3[CH:24]=[CH:23][C:22]([CH3:25])=[CH:21][C:20]=3[C:26]([C:28]3[CH:33]=[CH:32][CH:31]=[CH:30][CH:29]=3)=[O:27])=[CH:7][CH:8]=[N:9]2)=[CH:4][C:3]=1[O:2][CH3:1]. The catalyst class is: 9.